This data is from Reaction yield outcomes from USPTO patents with 853,638 reactions. The task is: Predict the reaction yield, written as a fraction of the theoretical maximum amount of product (1.0 means a 100% yield; for example, 0.34 means a 34% yield). (1) The reactants are [OH:1][C:2]1[CH:7]=[CH:6][C:5]([NH:8][C:9]([C:11]2[C:12](=[O:24])[N:13]([C:18]3[CH:23]=[CH:22][CH:21]=[CH:20][CH:19]=3)[N:14]([CH3:17])[C:15]=2[CH3:16])=[O:10])=[CH:4][CH:3]=1.[H-].[Na+].[Cl:27][C:28]1[C:29]([C:35]([NH2:37])=[O:36])=[N:30][CH:31]=[CH:32][C:33]=1Cl. The catalyst is CS(C)=O.O. The product is [Cl:27][C:28]1[C:29]([C:35]([NH2:37])=[O:36])=[N:30][CH:31]=[CH:32][C:33]=1[O:1][C:2]1[CH:7]=[CH:6][C:5]([NH:8][C:9]([C:11]2[C:12](=[O:24])[N:13]([C:18]3[CH:19]=[CH:20][CH:21]=[CH:22][CH:23]=3)[N:14]([CH3:17])[C:15]=2[CH3:16])=[O:10])=[CH:4][CH:3]=1. The yield is 0.290. (2) The reactants are [CH3:1][S-:2].[Na+].Cl[C:5]1[C:10]([NH:11][C:12](=[O:18])[CH2:13][O:14]C(=O)C)=[C:9](Cl)[CH:8]=[C:7]([CH3:20])[N:6]=1.C1OCCOCCOCCOCCOCCOC1.C(Cl)(Cl)Cl.C[S:44]([CH3:46])=O. The catalyst is O. The product is [CH3:1][S:2][C:5]1[C:10]([NH:11][C:12](=[O:18])[CH2:13][OH:14])=[C:9]([S:44][CH3:46])[CH:8]=[C:7]([CH3:20])[N:6]=1. The yield is 0.871. (3) The reactants are Br[C:2]1[N:3]=[C:4]2[C:10]3[CH:11]=[CH:12][CH:13]=[CH:14][C:9]=3[NH:8][C:7]3[N:15]=[CH:16][CH:17]=[CH:18][C:6]=3[N:5]2[C:19]=1[C:20]1[CH:25]=[CH:24][C:23]([C:26]2([NH:30]C(=O)OC(C)(C)C)[CH2:29][CH2:28][CH2:27]2)=[CH:22][CH:21]=1.[CH3:38][O:39][C:40]1[CH:45]=[CH:44][C:43]([SH:46])=[CH:42][CH:41]=1.CC1(C)C2C(=C(P(C3C=CC=CC=3)C3C=CC=CC=3)C=CC=2)OC2C(P(C3C=CC=CC=3)C3C=CC=CC=3)=CC=CC1=2.C([O-])([O-])=O.[K+].[K+]. The catalyst is CN(C=O)C.C1C=CC(/C=C/C(/C=C/C2C=CC=CC=2)=O)=CC=1.C1C=CC(/C=C/C(/C=C/C2C=CC=CC=2)=O)=CC=1.C1C=CC(/C=C/C(/C=C/C2C=CC=CC=2)=O)=CC=1.[Pd].[Pd]. The product is [CH3:38][O:39][C:40]1[CH:45]=[CH:44][C:43]([S:46][C:2]2[N:3]=[C:4]3[C:10]4[CH:11]=[CH:12][CH:13]=[CH:14][C:9]=4[NH:8][C:7]4[N:15]=[CH:16][CH:17]=[CH:18][C:6]=4[N:5]3[C:19]=2[C:20]2[CH:21]=[CH:22][C:23]([C:26]3([NH2:30])[CH2:29][CH2:28][CH2:27]3)=[CH:24][CH:25]=2)=[CH:42][CH:41]=1. The yield is 0.150. (4) The reactants are [C:1]([N:8]1[CH:12]=[CH:11]N=C1)([N:3]1C=CN=C1)=[O:2].[C:13]([O:17][C:18]([CH3:21])([CH3:20])[CH3:19])(=[O:16])[NH:14]N.NCC1[CH:30]=[CH:29][C:27]([NH2:28])=[CH:26][CH:25]=1. The catalyst is O1CCCC1. The product is [NH2:28][C:27]1[CH:29]=[CH:30][C:11]([CH2:12][NH:8][C:1]([NH:3][NH:14][C:13]([O:17][C:18]([CH3:21])([CH3:20])[CH3:19])=[O:16])=[O:2])=[CH:25][CH:26]=1. The yield is 0.778. (5) The reactants are [Br:1][C:2]1[CH:7]=[C:6]([S:8]([CH2:11][CH3:12])(=[O:10])=[O:9])[CH:5]=[C:4]([N+:13]([O-])=O)[C:3]=1[OH:16].C(O)C. No catalyst specified. The product is [NH2:13][C:4]1[CH:5]=[C:6]([S:8]([CH2:11][CH3:12])(=[O:10])=[O:9])[CH:7]=[C:2]([Br:1])[C:3]=1[OH:16]. The yield is 0.470. (6) The reactants are [C:1]1([CH:7]([OH:10])[CH2:8][OH:9])[CH:6]=[CH:5][CH:4]=[CH:3][CH:2]=1.[CH:11](=O)[CH3:12]. The catalyst is C1(C)C=CC(S(O)(=O)=O)=CC=1.CCOCC. The product is [CH3:11][CH:12]1[O:10][CH:7]([C:1]2[CH:6]=[CH:5][CH:4]=[CH:3][CH:2]=2)[CH2:8][O:9]1. The yield is 0.892. (7) The reactants are O=[C:2]1[CH2:5][CH:4]([C:6]([OH:8])=[O:7])[CH2:3]1.[CH2:9]([NH2:16])[C:10]1[CH:15]=[CH:14][CH:13]=[CH:12][CH:11]=1.C(O)(=O)C.C(O[BH-](OC(=O)C)OC(=O)C)(=O)C.[Na+].[OH-].[Na+].[C:37](O[C:37]([O:39][C:40]([CH3:43])([CH3:42])[CH3:41])=[O:38])([O:39][C:40]([CH3:43])([CH3:42])[CH3:41])=[O:38]. The catalyst is ClCCCl. The product is [CH2:9]([N:16]([C:37]([O:39][C:40]([CH3:43])([CH3:42])[CH3:41])=[O:38])[CH:2]1[CH2:5][CH:4]([C:6]([OH:8])=[O:7])[CH2:3]1)[C:10]1[CH:15]=[CH:14][CH:13]=[CH:12][CH:11]=1. The yield is 0.690. (8) The catalyst is C(#N)C. The reactants are [O:1]1[C:10]2[CH:9]=[CH:8][CH:7]=[C:6]([OH:11])[C:5]=2[CH2:4][CH2:3][CH2:2]1.Br[CH2:13][C:14]([O:16][CH3:17])=[O:15].C(=O)([O-])[O-].[Cs+].[Cs+].C(O)C(N)(CO)CO. The yield is 0.680. The product is [CH3:17][O:16][C:14](=[O:15])[CH2:13][O:11][C:6]1[CH:7]=[CH:8][CH:9]=[C:10]2[C:5]=1[CH2:4][CH2:3][CH2:2][O:1]2. (9) The reactants are [I:1][C:2]1[CH:7]=[C:6]([O:8][CH3:9])[C:5]([O:10][CH3:11])=[CH:4][C:3]=1I.C([Mg]Cl)(C)C.[B:18](OC(C)C)([O:23]C(C)C)[O:19]C(C)C.[NH4+].[Cl-]. The catalyst is CCOCC.C1COCC1. The product is [I:1][C:2]1[CH:7]=[C:6]([O:8][CH3:9])[C:5]([O:10][CH3:11])=[CH:4][C:3]=1[B:18]([OH:23])[OH:19]. The yield is 0.670.